Dataset: Catalyst prediction with 721,799 reactions and 888 catalyst types from USPTO. Task: Predict which catalyst facilitates the given reaction. Reactant: Br[C:2]1[CH:3]=[CH:4][C:5]([F:8])=[N:6][CH:7]=1.[B:9](OC(C)C)([O:14]C(C)C)[O:10]C(C)C.C([Li])CCC.Cl. Product: [F:8][C:5]1[N:6]=[CH:7][C:2]([B:9]([OH:14])[OH:10])=[CH:3][CH:4]=1. The catalyst class is: 207.